This data is from Full USPTO retrosynthesis dataset with 1.9M reactions from patents (1976-2016). The task is: Predict the reactants needed to synthesize the given product. Given the product [Cl:1][C:2]1[C:3]([F:42])=[C:4]([C@@H:8]2[C@:12]([C:15]3[CH:20]=[CH:19][C:18]([Cl:21])=[CH:17][C:16]=3[F:22])([C:13]#[N:14])[C@H:11]([CH2:23][C:24]([CH3:26])([CH3:27])[CH3:25])[NH:10][C@H:9]2[C:28]([NH:30][C:31]2[CH:39]=[CH:38][C:34]([C:35]([O:37][CH:51]([O:50][C:49]([O:54][C@@H:55]3[C@H:59]4[O:60][C:61]([CH3:64])([CH3:63])[O:62][C@H:58]4[O:57][C@@H:56]3[C@H:65]3[CH2:69][O:68][C:67]([CH3:70])([CH3:71])[O:66]3)=[O:72])[CH3:52])=[O:36])=[CH:33][C:32]=2[O:40][CH3:41])=[O:29])[CH:5]=[CH:6][CH:7]=1, predict the reactants needed to synthesize it. The reactants are: [Cl:1][C:2]1[C:3]([F:42])=[C:4]([C@@H:8]2[C@:12]([C:15]3[CH:20]=[CH:19][C:18]([Cl:21])=[CH:17][C:16]=3[F:22])([C:13]#[N:14])[C@H:11]([CH2:23][C:24]([CH3:27])([CH3:26])[CH3:25])[NH:10][C@H:9]2[C:28]([NH:30][C:31]2[CH:39]=[CH:38][C:34]([C:35]([OH:37])=[O:36])=[CH:33][C:32]=2[O:40][CH3:41])=[O:29])[CH:5]=[CH:6][CH:7]=1.C(=O)([O-])[O-].[Cs+].[Cs+].[C:49](=[O:72])([O:54][C@H:55]1[C@@H:59]2[O:60][C:61]([CH3:64])([CH3:63])[O:62][C@@H:58]2[O:57][C@H:56]1[C@@H:65]1[CH2:69][O:68][C:67]([CH3:71])([CH3:70])[O:66]1)[O:50][CH:51](Cl)[CH3:52].